Dataset: Reaction yield outcomes from USPTO patents with 853,638 reactions. Task: Predict the reaction yield, written as a fraction of the theoretical maximum amount of product (1.0 means a 100% yield; for example, 0.34 means a 34% yield). (1) The reactants are CN(C(ON1N=NC2C=CC=CC1=2)=[N+](C)C)C.[B-](F)(F)(F)F.C(N(CC)CC)C.[NH2:30][C:31]1[C:32]([C:38]([OH:40])=O)=[N:33][C:34]([Br:37])=[CH:35][N:36]=1.[C:41]([NH:49][NH2:50])(=[O:48])[C:42]1[CH:47]=[CH:46][CH:45]=[CH:44][CH:43]=1. The catalyst is CN(C=O)C.O. The product is [NH2:30][C:31]1[C:32]([C:38]([NH:50][NH:49][C:41]([C:42]2[CH:47]=[CH:46][CH:45]=[CH:44][CH:43]=2)=[O:48])=[O:40])=[N:33][C:34]([Br:37])=[CH:35][N:36]=1. The yield is 0.730. (2) The reactants are Br[C:2]1[CH:3]=[C:4]([C:8]2[CH:13]=[CH:12][CH:11]=[C:10]([CH2:14][CH2:15][CH2:16][C:17]3[N:21]([CH2:22][CH3:23])[C:20](=[O:24])[N:19]([CH2:25][C:26]4[CH:31]=[CH:30][C:29]([C:32]([CH3:35])([CH3:34])[CH3:33])=[CH:28][CH:27]=4)[N:18]=3)[CH:9]=2)[CH:5]=[CH:6][CH:7]=1.[NH:36]1[C:40](C2C=C(B(O)O)C=CC=2)=[N:39][N:38]=[N:37]1.[O-]P([O-])([O-])=O.[K+].[K+].[K+].C1(P(C2CCCCC2)C2C=CC=CC=2C2C(OC)=CC=CC=2OC)CCCCC1. The catalyst is C1C=CC(/C=C/C(/C=C/C2C=CC=CC=2)=O)=CC=1.C1C=CC(/C=C/C(/C=C/C2C=CC=CC=2)=O)=CC=1.C1C=CC(/C=C/C(/C=C/C2C=CC=CC=2)=O)=CC=1.[Pd].[Pd].O.COCCOC. The product is [NH:36]1[C:40]([C:2]2[CH:3]=[C:4]([C:8]3[CH:13]=[CH:12][CH:11]=[C:10]([CH2:14][CH2:15][CH2:16][C:17]4[N:21]([CH2:22][CH3:23])[C:20](=[O:24])[N:19]([CH2:25][C:26]5[CH:27]=[CH:28][C:29]([C:32]([CH3:33])([CH3:35])[CH3:34])=[CH:30][CH:31]=5)[N:18]=4)[CH:9]=3)[CH:5]=[CH:6][CH:7]=2)=[N:39][N:38]=[N:37]1. The yield is 0.160.